From a dataset of Forward reaction prediction with 1.9M reactions from USPTO patents (1976-2016). Predict the product of the given reaction. Given the reactants [O:1]=[C:2]1[CH2:11][CH2:10][CH2:9][C:8]2[CH:7]=[C:6](OS(C(F)(F)F)(=O)=O)[CH:5]=[CH:4][C:3]1=2.[Cl:20][C:21]1[CH:26]=[CH:25][C:24](B(O)O)=[CH:23][CH:22]=1, predict the reaction product. The product is: [Cl:20][C:21]1[CH:26]=[CH:25][C:24]([C:6]2[CH:7]=[C:8]3[C:3](=[CH:4][CH:5]=2)[C:2](=[O:1])[CH2:11][CH2:10][CH2:9]3)=[CH:23][CH:22]=1.